Dataset: Catalyst prediction with 721,799 reactions and 888 catalyst types from USPTO. Task: Predict which catalyst facilitates the given reaction. (1) Reactant: C(P1(=O)OP(=O)(CCC)OP(=O)(CCC)O1)CC.C(N(CC)CC)C.[C:26]1([C:32]2[CH:37]=[CH:36][N:35]=[CH:34][C:33]=2[NH2:38])[CH:31]=[CH:30][CH:29]=[CH:28][CH:27]=1.[Cl:39][C:40]1[CH:41]=[C:42]([C:46]([F:49])=[CH:47][N:48]=1)[C:43](O)=[O:44]. Product: [Cl:39][C:40]1[CH:41]=[C:42]([C:46]([F:49])=[CH:47][N:48]=1)[C:43]([NH:38][C:33]1[CH:34]=[N:35][CH:36]=[CH:37][C:32]=1[C:26]1[CH:27]=[CH:28][CH:29]=[CH:30][CH:31]=1)=[O:44]. The catalyst class is: 39. (2) Reactant: [CH3:1][O:2][C:3]1[C:4]([CH3:34])=[C:5]([C:25]([O:32][CH3:33])=[C:26]([O:30][CH3:31])[C:27]=1[O:28][CH3:29])[CH2:6]C1C=CC(C(OC)=O)=C(OS(C(F)(F)F)(=O)=O)C=1.C(=O)([O-])[O-].[Na+].[Na+].[Cl-].[Li+].[C:43]1(B(O)O)[CH:48]=[CH:47][CH:46]=[CH:45][CH:44]=1.[C:52]([O:55][CH2:56]C)(=[O:54])[CH3:53]. Product: [CH3:1][O:2][C:3]1[C:4]([CH3:34])=[C:5]([C:25]([O:32][CH3:33])=[C:26]([O:30][CH3:31])[C:27]=1[O:28][CH3:29])[CH2:6][C:3]1[CH:4]=[CH:5][C:53]([C:52]([O:55][CH3:56])=[O:54])=[C:26]([C:43]2[CH:48]=[CH:47][CH:46]=[CH:45][CH:44]=2)[CH:27]=1. The catalyst class is: 11. (3) Reactant: [Cl:1][C:2]1[C:3]([O:12][C:13]2[CH:18]=[C:17]([O:19][CH2:20][CH2:21][O:22][CH3:23])[CH:16]=[CH:15][C:14]=2/[CH:24]=[CH:25]/[C:26]([OH:28])=O)=[N:4][CH:5]=[C:6]([C:8]([F:11])([F:10])[F:9])[CH:7]=1.Cl.C(N=C=NCCCN(C)C)C.[CH3:41][C:42]1[CH:43]=[CH:44][C:45]([S:48]([NH2:51])(=[O:50])=[O:49])=[CH:46][CH:47]=1.Cl. Product: [Cl:1][C:2]1[C:3]([O:12][C:13]2[CH:18]=[C:17]([O:19][CH2:20][CH2:21][O:22][CH3:23])[CH:16]=[CH:15][C:14]=2/[CH:24]=[CH:25]/[C:26]([NH:51][S:48]([C:45]2[CH:46]=[CH:47][C:42]([CH3:41])=[CH:43][CH:44]=2)(=[O:49])=[O:50])=[O:28])=[N:4][CH:5]=[C:6]([C:8]([F:9])([F:10])[F:11])[CH:7]=1. The catalyst class is: 766. (4) Reactant: C(S[C:9]1[CH:10]=[C:11]2[C:16](=[CH:17][CH:18]=1)[C:15]([Cl:19])=[N:14][CH:13]=[C:12]2[OH:20])C1C=CC=CC=1.C(Cl)Cl.C(O)(=O)C.[S:28]([Cl:32])(Cl)(=[O:30])=[O:29]. Product: [Cl:19][C:15]1[C:16]2[C:11](=[CH:10][C:9]([S:28]([Cl:32])(=[O:30])=[O:29])=[CH:18][CH:17]=2)[C:12]([OH:20])=[CH:13][N:14]=1. The catalyst class is: 6. (5) Reactant: [C:1]([N:4]1[C:13]2[CH:12]=[CH:11][C:10]([NH2:14])=[CH:9][C:8]=2[C:7]2[N:15]([C:21]3[CH:26]=[CH:25][C:24]([F:27])=[CH:23][CH:22]=3)[N:16]=[C:17]([C:18]([NH2:20])=[O:19])[C:6]=2[CH2:5]1)(=[O:3])[CH3:2].[CH3:28][S:29](Cl)(=[O:31])=[O:30]. Product: [C:1]([N:4]1[C:13]2[CH:12]=[CH:11][C:10]([NH:14][S:29]([CH3:28])(=[O:31])=[O:30])=[CH:9][C:8]=2[C:7]2[N:15]([C:21]3[CH:22]=[CH:23][C:24]([F:27])=[CH:25][CH:26]=3)[N:16]=[C:17]([C:18]([NH2:20])=[O:19])[C:6]=2[CH2:5]1)(=[O:3])[CH3:2]. The catalyst class is: 17. (6) Reactant: C(NC(C)C)(C)C.C([Li])CCC.[CH3:13][CH:14]([CH3:20])[C:15]([O:17][CH2:18][CH3:19])=[O:16].Br[CH2:22][C:23]1[CH:28]=[CH:27][C:26]([Cl:29])=[CH:25][CH:24]=1. Product: [Cl:29][C:26]1[CH:27]=[CH:28][C:23]([CH2:22][C:14]([CH3:20])([CH3:13])[C:15]([O:17][CH2:18][CH3:19])=[O:16])=[CH:24][CH:25]=1. The catalyst class is: 134. (7) Reactant: Cl.[CH3:2][N:3]([C:5]1[CH:10]=[CH:9][C:8]([C:11]2[N:15]([CH:16]([CH3:18])[CH3:17])[NH:14][C:13](=[O:19])[C:12]=2[CH2:20][C:21]2[CH:26]=[CH:25][C:24]([O:27][CH3:28])=[CH:23][CH:22]=2)=[CH:7][CH:6]=1)[CH3:4].CC([O:32][CH2:33][C@H:34]1[O:39][C@H:38](Br)[C@H:37]([O:41]C(C)=O)[C@@H:36]([O:45]C(C)=O)[C@@H:35]1[O:49]C(C)=O)=O.[OH-].[Na+]. Product: [CH:16]([N:15]1[C:11]([C:8]2[CH:9]=[CH:10][C:5]([N:3]([CH3:2])[CH3:4])=[CH:6][CH:7]=2)=[C:12]([CH2:20][C:21]2[CH:22]=[CH:23][C:24]([O:27][CH3:28])=[CH:25][CH:26]=2)[C:13]([O:19][C@@H:38]2[O:39][C@H:34]([CH2:33][OH:32])[C@@H:35]([OH:49])[C@H:36]([OH:45])[C@H:37]2[OH:41])=[N:14]1)([CH3:17])[CH3:18]. The catalyst class is: 4.